Dataset: Reaction yield outcomes from USPTO patents with 853,638 reactions. Task: Predict the reaction yield, written as a fraction of the theoretical maximum amount of product (1.0 means a 100% yield; for example, 0.34 means a 34% yield). (1) The reactants are Br[C:2]1[C:6]2[CH2:7][N:8]([C:11](=[O:13])[CH3:12])[CH2:9][CH2:10][C:5]=2[N:4]([CH3:14])[N:3]=1.[CH3:15][C:16]1[CH:22]=[CH:21][C:19]([NH2:20])=[CH:18][C:17]=1[C:23]1[CH:24]=[N:25][N:26]([CH3:28])[CH:27]=1.C1(P(C2CCCCC2)C2(C(C)C)C(OC)C=CC(OC)=C2C2C(C(C)C)=CC(C(C)C)=CC=2)CCCCC1.C(O[Na])(C)(C)C. The catalyst is O1CCOCC1.O. The product is [CH3:14][N:4]1[C:5]2[CH2:10][CH2:9][N:8]([C:11](=[O:13])[CH3:12])[CH2:7][C:6]=2[C:2]([NH:20][C:19]2[CH:21]=[CH:22][C:16]([CH3:15])=[C:17]([C:23]3[CH:24]=[N:25][N:26]([CH3:28])[CH:27]=3)[CH:18]=2)=[N:3]1. The yield is 0.160. (2) The reactants are [CH3:1][C:2]1[N:7]=[C:6]([OH:8])[CH:5]=[CH:4][CH:3]=1.[CH3:9]I. The catalyst is C(Cl)Cl. The product is [CH3:1][C:2]1[CH:3]=[CH:4][CH:5]=[C:6]([O:8][CH3:9])[N:7]=1. The yield is 0.670. (3) The reactants are Cl.[Cl:2][C:3]1[CH:8]=[CH:7][C:6]([S:9]([C:12]2([C:18]3[CH:23]=[C:22]([F:24])[CH:21]=[CH:20][C:19]=3[F:25])[CH2:17][CH2:16][NH:15][CH2:14][CH2:13]2)(=[O:11])=[O:10])=[CH:5][CH:4]=1.[CH2:26](N(CC)CC)C.C=O.C(O[BH-](OC(=O)C)OC(=O)C)(=O)C.[Na+].[OH-].[Na+]. The catalyst is C(OC(C)C)(C)C.ClCCl.C(OCC)C. The product is [Cl:2][C:3]1[CH:8]=[CH:7][C:6]([S:9]([C:12]2([C:18]3[CH:23]=[C:22]([F:24])[CH:21]=[CH:20][C:19]=3[F:25])[CH2:17][CH2:16][N:15]([CH3:26])[CH2:14][CH2:13]2)(=[O:10])=[O:11])=[CH:5][CH:4]=1. The yield is 0.740. (4) The reactants are Cl.[NH2:2][C:3]([NH2:5])=[NH:4].CC[O-].[Na+].[CH2:10]([CH:13]([C:19](OCC)=[O:20])[C:14](OCC)=[O:15])[CH:11]=[CH2:12]. The catalyst is CCO. The product is [CH2:10]([C:13]1[C:19]([OH:20])=[N:4][C:3]([NH2:5])=[N:2][C:14]=1[OH:15])[CH:11]=[CH2:12]. The yield is 0.620. (5) The product is [NH2:1][C:2]1[N:7]=[C:6]([S:8][CH2:14][C:15]([NH:17][C:18]2[CH:23]=[CH:22][CH:21]=[C:20]([C:24]([F:27])([F:26])[F:25])[CH:19]=2)=[O:16])[C:5]([C:9]#[N:10])=[C:4]([S:11][CH3:12])[N:3]=1. The yield is 0.800. The reactants are [NH2:1][C:2]1[N:7]=[C:6]([SH:8])[C:5]([C:9]#[N:10])=[C:4]([S:11][CH3:12])[N:3]=1.Cl[CH2:14][C:15]([NH:17][C:18]1[CH:23]=[CH:22][CH:21]=[C:20]([C:24]([F:27])([F:26])[F:25])[CH:19]=1)=[O:16].C(=O)([O-])[O-].[K+].[K+]. The catalyst is CC(C)=O. (6) The reactants are [Cl:1][C:2]1[CH:17]=[N:16][C:5]2=[N:6][C:7]([NH:12][CH2:13][CH2:14][OH:15])=[C:8]([NH:10][NH2:11])[N:9]=[C:4]2[CH:3]=1.[CH:18](OC)(OC)OC. No catalyst specified. The product is [Cl:1][C:2]1[CH:17]=[N:16][C:5]2[N:6]=[C:7]([NH:12][CH2:13][CH2:14][OH:15])[C:8]3[N:9]([CH:18]=[N:11][N:10]=3)[C:4]=2[CH:3]=1. The yield is 0.140.